This data is from Reaction yield outcomes from USPTO patents with 853,638 reactions. The task is: Predict the reaction yield, written as a fraction of the theoretical maximum amount of product (1.0 means a 100% yield; for example, 0.34 means a 34% yield). (1) The reactants are [CH3:1][N:2]1[C:7](=[O:8])[C:6]([NH:9][C:10]2[CH:15]=[CH:14][C:13]([N:16]3[CH2:21][CH2:20][N:19]([CH:22]4[CH2:25][O:24][CH2:23]4)[CH2:18][C@@H:17]3[CH3:26])=[CH:12][N:11]=2)=[CH:5][C:4]([C:27]2[CH:32]=[CH:31][N:30]=[C:29]([N:33]3[C:45](=[O:46])[C:44]4[N:36]([C:37]5[C@H:38]6[CH2:47][C@@H:41]([C:42]=5[CH:43]=4)[CH2:40][CH2:39]6)[CH2:35][CH2:34]3)[C:28]=2[CH:48]=[O:49])=[CH:3]1.[BH4-].[Na+]. The catalyst is CO. The product is [OH:49][CH2:48][C:28]1[C:29]([N:33]2[C:45](=[O:46])[C:44]3[N:36]([C:37]4[C@H:38]5[CH2:47][C@@H:41]([C:42]=4[CH:43]=3)[CH2:40][CH2:39]5)[CH2:35][CH2:34]2)=[N:30][CH:31]=[CH:32][C:27]=1[C:4]1[CH:5]=[C:6]([NH:9][C:10]2[CH:15]=[CH:14][C:13]([N:16]3[CH2:21][CH2:20][N:19]([CH:22]4[CH2:23][O:24][CH2:25]4)[CH2:18][C@@H:17]3[CH3:26])=[CH:12][N:11]=2)[C:7](=[O:8])[N:2]([CH3:1])[CH:3]=1. The yield is 0.280. (2) The reactants are [CH3:1][S:2][C:3]1[N:4]=[CH:5][C:6]2[C:12](=[O:13])[CH2:11][CH:10]([C:14]([O:16]C(C)(C)C)=[O:15])[NH:9][C:7]=2[N:8]=1.C1(C)C=CC=CC=1. The catalyst is FC(F)(F)C(O)=O. The product is [CH3:12][OH:13].[CH3:1][S:2][C:3]1[N:4]=[CH:5][C:6]2[C:12](=[O:13])[CH2:11][CH:10]([C:14]([OH:16])=[O:15])[NH:9][C:7]=2[N:8]=1. The yield is 0.990. (3) The product is [CH3:1][NH:2][C:3]([C@H:5]1[CH2:9][CH2:8][CH2:7][N:6]1[C:10]1[CH:15]=[CH:14][C:13]([NH:16][C:17]2[N:19]=[C:24]([C:26]3[N:30]([CH:31]([CH3:33])[CH3:32])[C:29]([CH3:34])=[N:28][CH:27]=3)[CH:23]=[CH:22][N:18]=2)=[CH:12][CH:11]=1)=[O:4]. The reactants are [CH3:1][NH:2][C:3]([C@H:5]1[CH2:9][CH2:8][CH2:7][N:6]1[C:10]1[CH:15]=[CH:14][C:13]([NH:16][C:17]([NH2:19])=[NH:18])=[CH:12][CH:11]=1)=[O:4].CN(C)/[CH:22]=[CH:23]/[C:24]([C:26]1[N:30]([CH:31]([CH3:33])[CH3:32])[C:29]([CH3:34])=[N:28][CH:27]=1)=O. The yield is 0.350. The catalyst is COCCO. (4) The reactants are [Br:1][C:2]1[CH:3]=[C:4]([CH3:11])[C:5](F)=[C:6]([CH:9]=1)[C:7]#[N:8].C([O-])([O-])=O.[K+].[K+].[NH:18]1[CH:22]=[N:21][CH:20]=[N:19]1. The catalyst is CN(C=O)C.O. The product is [Br:1][C:2]1[CH:3]=[C:4]([CH3:11])[C:5]([N:18]2[CH:22]=[N:21][CH:20]=[N:19]2)=[C:6]([CH:9]=1)[C:7]#[N:8]. The yield is 0.490. (5) The reactants are [C:1]1([C:7]2[N:8]=[C:9]([C:18]3[C:22]([N+:23]([O-])=O)=[CH:21][N:20]([CH:26]4[CH2:31][CH2:30][CH2:29][CH2:28][O:27]4)[N:19]=3)[NH:10][C:11]=2[C:12]2[CH:17]=[CH:16][CH:15]=[CH:14][CH:13]=2)[CH:6]=[CH:5][CH:4]=[CH:3][CH:2]=1.C([O-])=O.[NH4+]. The catalyst is C(O)C.O.[Pd]. The product is [C:12]1([C:11]2[N:10]=[C:9]([C:18]3[C:22]([NH2:23])=[CH:21][N:20]([CH:26]4[CH2:31][CH2:30][CH2:29][CH2:28][O:27]4)[N:19]=3)[NH:8][C:7]=2[C:1]2[CH:2]=[CH:3][CH:4]=[CH:5][CH:6]=2)[CH:13]=[CH:14][CH:15]=[CH:16][CH:17]=1. The yield is 0.960. (6) The reactants are Br[CH:2]([C:7]1[CH:12]=[CH:11][C:10]([Br:13])=[CH:9][C:8]=1[F:14])[C:3]([O:5][CH3:6])=[O:4].C(=O)([O-])[O-].[K+].[K+].Cl.[CH:22]1([N:25]2[CH2:30][C:29]3([CH2:35][CH2:34][NH:33][CH2:32][CH2:31]3)[O:28][CH2:27][C:26]2=[O:36])[CH2:24][CH2:23]1. The catalyst is CN(C)C=O.O. The product is [Br:13][C:10]1[CH:11]=[CH:12][C:7]([CH:2]([N:33]2[CH2:34][CH2:35][C:29]3([O:28][CH2:27][C:26](=[O:36])[N:25]([CH:22]4[CH2:23][CH2:24]4)[CH2:30]3)[CH2:31][CH2:32]2)[C:3]([O:5][CH3:6])=[O:4])=[C:8]([F:14])[CH:9]=1. The yield is 0.870. (7) The reactants are [CH3:1][O:2][C:3]1[CH:16]=[CH:15][CH:14]=[C:13]2[C:4]=1[S:5][C:6]1[CH:7]=[CH:8][C:9]([N+:17]([O-])=O)=[CH:10][C:11]=1[CH2:12]2.O.O.Cl[Sn]Cl. The catalyst is C(OCC)(=O)C. The product is [CH3:1][O:2][C:3]1[CH:16]=[CH:15][CH:14]=[C:13]2[C:4]=1[S:5][C:6]1[CH:7]=[CH:8][C:9]([NH2:17])=[CH:10][C:11]=1[CH2:12]2. The yield is 1.00. (8) The product is [C:25]([O:29][C:30](=[O:31])[NH:32][CH2:33][C:34](=[O:36])[NH:38][CH2:39][C:40]1[CH:45]=[CH:44][C:43]([C:46]([N:48]2[CH2:57][C:56]3[CH:55]=[N:54][N:53]([CH3:58])[C:52]=3[NH:51][C:50]3[CH:59]=[C:60]([Cl:63])[CH:61]=[CH:62][C:49]2=3)=[O:47])=[CH:42][C:41]=1[F:64])([CH3:26])([CH3:27])[CH3:28]. The reactants are CN(C(ON1N=NC2C=CC=CC1=2)=[N+](C)C)C.F[P-](F)(F)(F)(F)F.[C:25]([O:29][C:30]([NH:32][CH2:33][C:34]([OH:36])=O)=[O:31])([CH3:28])([CH3:27])[CH3:26].Cl.[NH2:38][CH2:39][C:40]1[CH:45]=[CH:44][C:43]([C:46]([N:48]2[CH2:57][C:56]3[CH:55]=[N:54][N:53]([CH3:58])[C:52]=3[NH:51][C:50]3[CH:59]=[C:60]([Cl:63])[CH:61]=[CH:62][C:49]2=3)=[O:47])=[CH:42][C:41]=1[F:64].C1C(N=NC2C(=O)N(C3C=CC(S([O-])(=O)=O)=CC=3)N=C2C([O-])=O)=CC=C(S([O-])(=O)=O)C=1.[Na+].[Na+].[Na+].CC1C=C2N=C3C(=NC(NC3=O)=O)N(C[C@H](O)[C@H](O)[C@H](O)COP([O-])(O)=O)C2=CC=1C.[Na+].CCN(C(C)C)C(C)C. The yield is 1.00. The catalyst is CN(C=O)C.CCOC(C)=O. (9) The reactants are [Cl:1][C:2]1[CH:7]=[CH:6][C:5]([C:8]2[C:17]3[C:12](=[CH:13][CH:14]=[C:15]([C:18]([OH:20])=O)[CH:16]=3)[CH:11]=[N:10][CH:9]=2)=[CH:4][CH:3]=1.C(N(CC)C(C)C)(C)C.F[P-](F)(F)(F)(F)F.N1(OC(N(C)C)=[N+](C)C)C2N=CC=CC=2N=N1.[NH:54]1[CH2:59][CH2:58][S:57](=[O:61])(=[O:60])[CH2:56][CH2:55]1. The catalyst is CN(C)C=O. The product is [Cl:1][C:2]1[CH:7]=[CH:6][C:5]([C:8]2[C:17]3[C:12](=[CH:13][CH:14]=[C:15]([C:18]([N:54]4[CH2:59][CH2:58][S:57](=[O:61])(=[O:60])[CH2:56][CH2:55]4)=[O:20])[CH:16]=3)[CH:11]=[N:10][CH:9]=2)=[CH:4][CH:3]=1. The yield is 0.350.